Dataset: Full USPTO retrosynthesis dataset with 1.9M reactions from patents (1976-2016). Task: Predict the reactants needed to synthesize the given product. (1) Given the product [ClH:1].[C:28]([CH2:27][N:23]1[CH:24]=[CH:25][N:26]=[C:22]1/[CH:21]=[C:16]1/[CH2:15][N:14]([CH:6]([C:7]2[CH:12]=[CH:11][CH:10]=[CH:9][C:8]=2[F:13])[C:5]([CH:2]2[CH2:3][CH2:4]2)=[O:33])[CH2:19][CH2:18][CH:17]/1[SH:20])([OH:30])=[O:29], predict the reactants needed to synthesize it. The reactants are: [ClH:1].[CH:2]1([C:5](=[O:33])[CH:6]([N:14]2[CH2:19][CH2:18][CH:17]([SH:20])/[C:16](=[CH:21]\[C:22]3[N:23]([CH2:27][C:28]([O:30]CC)=[O:29])[CH:24]=[CH:25][N:26]=3)/[CH2:15]2)[C:7]2[CH:12]=[CH:11][CH:10]=[CH:9][C:8]=2[F:13])[CH2:4][CH2:3]1.Cl. (2) Given the product [Cl:1][C:2]1[CH:3]=[C:4]([C:10]2[C:11]([CH3:26])=[N:12][N:13]([CH2:16][C:17]3[CH:25]=[CH:24][C:20]([C:21]([NH:28][CH3:27])=[O:22])=[CH:19][CH:18]=3)[C:14]=2[CH3:15])[CH:5]=[CH:6][C:7]=1[C:8]#[N:9], predict the reactants needed to synthesize it. The reactants are: [Cl:1][C:2]1[CH:3]=[C:4]([C:10]2[C:11]([CH3:26])=[N:12][N:13]([CH2:16][C:17]3[CH:25]=[CH:24][C:20]([C:21](Cl)=[O:22])=[CH:19][CH:18]=3)[C:14]=2[CH3:15])[CH:5]=[CH:6][C:7]=1[C:8]#[N:9].[CH3:27][NH2:28].C1COCC1.O. (3) Given the product [NH2:7][C:8]1[CH2:9][O:10][CH2:11][C@:12]([C:17]2[CH:22]=[C:21]([NH:23][C:24]([C:26]3[C:31]([CH3:32])=[CH:30][C:29]([C:33]#[N:34])=[CH:28][N:27]=3)=[O:25])[CH:20]=[C:19]([F:35])[C:18]=2[F:36])([CH:14]([F:15])[F:16])[N:13]=1, predict the reactants needed to synthesize it. The reactants are: C(OC(=O)[NH:7][C:8]1[CH2:9][O:10][CH2:11][C@:12]([C:17]2[CH:22]=[C:21]([NH:23][C:24]([C:26]3[C:31]([CH3:32])=[CH:30][C:29]([C:33]#[N:34])=[CH:28][N:27]=3)=[O:25])[CH:20]=[C:19]([F:35])[C:18]=2[F:36])([CH:14]([F:16])[F:15])[N:13]=1)(C)(C)C.C(O)(C(F)(F)F)=O.CCOC(C)=O. (4) Given the product [Cl:34][C:8]1[C:9]([CH2:14][O:15][C:16]2[C:24]3[N:23]=[C:22]([O:25][CH3:26])[N:21]([CH2:27][C:28]4[CH:33]=[CH:32][CH:31]=[CH:30][N:29]=4)[C:20]=3[CH:19]=[CH:18][CH:17]=2)=[C:10]([Cl:13])[CH:11]=[CH:12][C:7]=1[N:5]([CH3:6])[C:3](=[O:4])[CH2:2][NH:1][C:42](=[O:43])[CH2:41][N:38]1[CH2:39][CH2:40][O:35][CH2:36][CH2:37]1, predict the reactants needed to synthesize it. The reactants are: [NH2:1][CH2:2][C:3]([N:5]([C:7]1[CH:12]=[CH:11][C:10]([Cl:13])=[C:9]([CH2:14][O:15][C:16]2[C:24]3[N:23]=[C:22]([O:25][CH3:26])[N:21]([CH2:27][C:28]4[CH:33]=[CH:32][CH:31]=[CH:30][N:29]=4)[C:20]=3[CH:19]=[CH:18][CH:17]=2)[C:8]=1[Cl:34])[CH3:6])=[O:4].[O:35]1[CH2:40][CH2:39][N:38]([CH2:41][C:42](O)=[O:43])[CH2:37][CH2:36]1. (5) Given the product [CH:30]([NH:33][C:21]([C:20]1[C:15]([NH:14][C:13]([C:12]2[N:8]([C:3]3[C:2]([Cl:1])=[CH:7][CH:6]=[CH:5][N:4]=3)[N:9]=[C:10]([O:28][CH3:29])[CH:11]=2)=[O:22])=[C:16]([CH3:27])[CH:17]=[C:18]2[C:19]=1[NH:24][N:25]=[CH:26]2)=[O:23])([CH3:32])[CH3:31], predict the reactants needed to synthesize it. The reactants are: [Cl:1][C:2]1[C:3]([N:8]2[C:12]([C:13]3[O:22][C:21](=[O:23])[C:20]4[C:15](=[C:16]([CH3:27])[CH:17]=[C:18]5[CH:26]=[N:25][NH:24][C:19]5=4)[N:14]=3)=[CH:11][C:10]([O:28][CH3:29])=[N:9]2)=[N:4][CH:5]=[CH:6][CH:7]=1.[CH:30]([NH2:33])([CH3:32])[CH3:31]. (6) Given the product [Br:1][C:2]1[C:7]([CH3:8])=[CH:6][C:5]([O:9][CH2:22][CH2:23][CH2:24][S:25]([CH3:28])(=[O:27])=[O:26])=[CH:4][C:3]=1[CH3:10], predict the reactants needed to synthesize it. The reactants are: [Br:1][C:2]1[C:7]([CH3:8])=[CH:6][C:5]([OH:9])=[CH:4][C:3]=1[CH3:10].CC1C=CC(S(O[CH2:22][CH2:23][CH2:24][S:25]([CH3:28])(=[O:27])=[O:26])(=O)=O)=CC=1.C(=O)([O-])[O-].[K+].[K+].CN(C)C=O. (7) Given the product [C:14]([Cl:16])(=[O:15])[CH2:13]/[CH:9]=[CH:8]/[CH2:1][C:2]([Cl:4])=[O:3], predict the reactants needed to synthesize it. The reactants are: [C:1](Cl)(=O)[C:2]([Cl:4])=[O:3].[C:9]1([CH2:13][C:14]([Cl:16])=[O:15])[CH:8]=CC=[C:9]([CH2:13][C:14]([Cl:16])=[O:15])[CH:8]=1.C1(CC(O)=O)C=CC=C(CC(O)=O)C=1. (8) Given the product [CH:1]([NH:4][C:5]([C:7]1[C:15]2[C:10](=[N:11][CH:12]=[C:13]([C:16]3[C:24]4[CH2:23][CH2:22][C:21]([CH3:25])([CH3:26])[CH2:20][C:19]=4[N:18]([CH3:27])[N:17]=3)[N:14]=2)[NH:9][CH:8]=1)=[O:6])([CH3:3])[CH3:2], predict the reactants needed to synthesize it. The reactants are: [CH:1]([NH:4][C:5]([C:7]1[C:15]2[C:10](=[N:11][CH:12]=[C:13]([C:16]3[C:24]4[CH2:23][CH2:22][C:21]([CH3:26])([CH3:25])[CH2:20][C:19]=4[N:18]([CH3:27])[N:17]=3)[N:14]=2)[N:9](COCC[Si](C)(C)C)[CH:8]=1)=[O:6])([CH3:3])[CH3:2].C(O)(C(F)(F)F)=O.